From a dataset of Reaction yield outcomes from USPTO patents with 853,638 reactions. Predict the reaction yield, written as a fraction of the theoretical maximum amount of product (1.0 means a 100% yield; for example, 0.34 means a 34% yield). (1) The reactants are [Si:1]([O:8][C@@H:9]1[C@@H:14]([CH3:15])[CH2:13][N:12]([C:16]2[C:21]([N+:22]([O-])=O)=[CH:20][N:19]=[CH:18][C:17]=2[CH3:25])[CH2:11][C@H:10]1[NH:26][C:27](=[O:33])[O:28][C:29]([CH3:32])([CH3:31])[CH3:30])([C:4]([CH3:7])([CH3:6])[CH3:5])([CH3:3])[CH3:2]. The catalyst is CC(O)=O.O.CCOC(C)=O.[Fe]. The product is [NH2:22][C:21]1[CH:20]=[N:19][CH:18]=[C:17]([CH3:25])[C:16]=1[N:12]1[CH2:13][C@H:14]([CH3:15])[C@@H:9]([O:8][Si:1]([C:4]([CH3:7])([CH3:5])[CH3:6])([CH3:2])[CH3:3])[C@H:10]([NH:26][C:27](=[O:33])[O:28][C:29]([CH3:32])([CH3:31])[CH3:30])[CH2:11]1. The yield is 0.850. (2) The reactants are [O:1]1[C:5]2[CH:6]=[CH:7][C:8]([CH:10]=O)=[CH:9][C:4]=2[CH2:3][CH2:2]1.[CH3:12][O:13][C:14]1[CH:15]=[C:16]([CH:20]=[CH:21][C:22]=1[O:23][CH3:24])[CH2:17][C:18]#[N:19]. No catalyst specified. The product is [O:1]1[C:5]2[CH:6]=[CH:7][C:8](/[CH:10]=[C:17](/[C:16]3[CH:20]=[CH:21][C:22]([O:23][CH3:24])=[C:14]([O:13][CH3:12])[CH:15]=3)\[C:18]#[N:19])=[CH:9][C:4]=2[CH2:3][CH2:2]1. The yield is 0.500. (3) The reactants are [N+:1]([C:4]1[CH:9]=[CH:8][C:7]([F:10])=[CH:6][C:5]=1[OH:11])([O-:3])=[O:2].IC.[C:14]([O-])([O-])=O.[K+].[K+]. The catalyst is CN(C=O)C. The product is [CH3:14][O:11][C:5]1[CH:6]=[C:7]([F:10])[CH:8]=[CH:9][C:4]=1[N+:1]([O-:3])=[O:2]. The yield is 0.920.